This data is from Forward reaction prediction with 1.9M reactions from USPTO patents (1976-2016). The task is: Predict the product of the given reaction. (1) Given the reactants [NH:1](C(OCC1C2C(=CC=CC=2)C2C1=CC=CC=2)=O)[C@H:2]([C:12]([OH:14])=[O:13])[CH2:3][CH2:4][C:5](=[O:11])[O:6]C(C)(C)C.[CH3:32][NH:33][C:34]1[CH:42]=[CH:41][C:37]([C:38]([OH:40])=O)=[CH:36][CH:35]=1.CN(C(ON1N=NC2C=CC=CC1=2)=[N+](C)C)C.[B-](F)(F)(F)F.C1C=CC2N(O)N=NC=2C=1.CCN(C(C)C)C(C)C, predict the reaction product. The product is: [CH3:32][NH:33][C:34]1[CH:35]=[CH:36][C:37]([C:38]([NH:1][C@H:2]([C:12]([OH:14])=[O:13])[CH2:3][CH2:4][C:5]([OH:11])=[O:6])=[O:40])=[CH:41][CH:42]=1. (2) Given the reactants N(OC(C)(C)C)=O.[CH3:8][O:9][C:10]([C:12]1[CH:13]=[CH:14][C:15]2[S:19][C:18](N)=[N:17][C:16]=2[CH:21]=1)=[O:11].[ClH:22], predict the reaction product. The product is: [CH3:8][O:9][C:10]([C:12]1[CH:13]=[CH:14][C:15]2[S:19][C:18]([Cl:22])=[N:17][C:16]=2[CH:21]=1)=[O:11]. (3) Given the reactants Cl[C:2]1[N:7]=[C:6]([C:8]2[N:12]3[CH:13]=[CH:14][C:15]([C:17]([CH3:27])([O:19][Si:20]([CH2:25][CH3:26])([CH2:23][CH3:24])[CH2:21][CH3:22])[CH3:18])=[N:16][C:11]3=[N:10][CH:9]=2)[CH:5]=[CH:4][N:3]=1.C([Sn](CCCC)(CCCC)[C:33]1[S:34][CH:35]=[CH:36][N:37]=1)CCC.N#N, predict the reaction product. The product is: [CH3:18][C:17]([C:15]1[CH:14]=[CH:13][N:12]2[C:8]([C:6]3[CH:5]=[CH:4][N:3]=[C:2]([C:33]4[S:34][CH:35]=[CH:36][N:37]=4)[N:7]=3)=[CH:9][N:10]=[C:11]2[N:16]=1)([O:19][Si:20]([CH2:25][CH3:26])([CH2:23][CH3:24])[CH2:21][CH3:22])[CH3:27]. (4) Given the reactants C(N(C(C)C)CC)(C)C.[CH3:10][O:11][C:12]([C@@H:14]1[CH2:18][C@@H:17]([OH:19])[CH2:16][NH:15]1)=[O:13].[N:20]([C:23]1[CH:28]=[CH:27][C:26]([O:29][C:30]([F:33])([F:32])[F:31])=[CH:25][CH:24]=1)=[C:21]=[O:22].O, predict the reaction product. The product is: [CH3:10][O:11][C:12]([C@@H:14]1[CH2:18][C@@H:17]([OH:19])[CH2:16][N:15]1[C:21](=[O:22])[NH:20][C:23]1[CH:28]=[CH:27][C:26]([O:29][C:30]([F:31])([F:33])[F:32])=[CH:25][CH:24]=1)=[O:13]. (5) Given the reactants [CH3:1][N:2]([CH3:26])[C:3]([N:5]1[CH2:9][CH:8]2[CH2:10][C:11]([NH:14][CH2:15][C:16]([N:18]3[CH2:22][C@@H:21]([F:23])[CH2:20][C@H:19]3[C:24]#[N:25])=[O:17])([CH3:13])[CH2:12][CH:7]2[CH2:6]1)=[O:4].O.[C:28]1([CH3:38])[CH:33]=[CH:32][C:31]([S:34]([OH:37])(=[O:36])=[O:35])=[CH:30][CH:29]=1.CCCCCC, predict the reaction product. The product is: [C:28]1([CH3:38])[CH:29]=[CH:30][C:31]([S:34]([OH:37])(=[O:35])=[O:36])=[CH:32][CH:33]=1.[CH3:26][N:2]([CH3:1])[C:3]([N:5]1[CH2:9][CH:8]2[CH2:10][C:11]([NH:14][CH2:15][C:16]([N:18]3[CH2:22][C@@H:21]([F:23])[CH2:20][C@H:19]3[C:24]#[N:25])=[O:17])([CH3:13])[CH2:12][CH:7]2[CH2:6]1)=[O:4]. (6) Given the reactants [CH3:1][C@H:2]1[NH:7][CH2:6][CH2:5][N:4]([C:8]([C:10]2[CH:15]=[CH:14][CH:13]=[CH:12][CH:11]=2)=[O:9])[CH2:3]1.[S:16]1[CH:20]=[C:19]([C:21]2[S:25][C:24]([S:26](Cl)(=[O:28])=[O:27])=[CH:23][CH:22]=2)[N:18]=[N:17]1, predict the reaction product. The product is: [CH3:1][C@H:2]1[N:7]([S:26]([C:24]2[S:25][C:21]([C:19]3[N:18]=[N:17][S:16][CH:20]=3)=[CH:22][CH:23]=2)(=[O:28])=[O:27])[CH2:6][CH2:5][N:4]([C:8]([C:10]2[CH:15]=[CH:14][CH:13]=[CH:12][CH:11]=2)=[O:9])[CH2:3]1.